From a dataset of Reaction yield outcomes from USPTO patents with 853,638 reactions. Predict the reaction yield, written as a fraction of the theoretical maximum amount of product (1.0 means a 100% yield; for example, 0.34 means a 34% yield). (1) The reactants are [NH2:1][CH2:2][CH2:3][CH2:4][C@H:5]1[O:9][C:8](=[O:10])[N:7]([C:11]2[CH:12]=[CH:13][C:14]3[S:19][CH2:18][C:17](=[O:20])[NH:16][C:15]=3[CH:21]=2)[CH2:6]1.[CH2:22]([N:25]1C(=O)O[C:28](=[O:29])[C:27]2=[CH:33][CH:34]=[CH:35][CH:36]=[C:26]12)[CH2:23][CH3:24]. No catalyst specified. The product is [O:10]=[C:8]1[N:7]([C:11]2[CH:12]=[CH:13][C:14]3[S:19][CH2:18][C:17](=[O:20])[NH:16][C:15]=3[CH:21]=2)[CH2:6][C@@H:5]([CH2:4][CH2:3][CH2:2][NH:1][C:28](=[O:29])[C:27]2[CH:33]=[CH:34][CH:35]=[CH:36][C:26]=2[NH:25][CH2:22][CH2:23][CH3:24])[O:9]1. The yield is 0.670. (2) The reactants are [Cl:1][C:2]1[CH:9]=[C:8]([N:10]([CH2:16][C:17]2[CH:22]=[CH:21][CH:20]=[CH:19][C:18]=2[Cl:23])[C@H:11]2[CH2:15][CH2:14][NH:13][CH2:12]2)[CH:7]=[CH:6][C:3]=1[C:4]#[N:5].[CH3:24][C:25](C)(O)[C:26]#N.[BH4-].[Na+]. The catalyst is CCO.O. The product is [Cl:1][C:2]1[CH:9]=[C:8]([N:10]([CH2:16][C:17]2[CH:22]=[CH:21][CH:20]=[CH:19][C:18]=2[Cl:23])[C@H:11]2[CH2:15][CH2:14][N:13]([CH:25]([CH3:26])[CH3:24])[CH2:12]2)[CH:7]=[CH:6][C:3]=1[C:4]#[N:5]. The yield is 0.990. (3) The reactants are [Cl:1][C:2]1[CH:3]=[C:4]([C:12]2[N:16]=[C:15]([C:17]3[CH:23]=[CH:22][C:20]([NH2:21])=[CH:19][CH:18]=3)[O:14][N:13]=2)[CH:5]=[CH:6][C:7]=1[O:8][CH:9]([CH3:11])[CH3:10].O=[C:25]1[CH2:29][CH2:28][CH:27]([P:30](=[O:37])([O:34][CH2:35][CH3:36])[O:31][CH2:32][CH3:33])[CH2:26]1.C(O)(=O)C.[BH3-]C#N.[Na+]. The catalyst is C(Cl)Cl.O.CO. The product is [Cl:1][C:2]1[CH:3]=[C:4]([C:12]2[N:16]=[C:15]([C:17]3[CH:18]=[CH:19][C:20]([NH:21][C@@H:25]4[CH2:29][CH2:28][C@@H:27]([P:30](=[O:37])([O:34][CH2:35][CH3:36])[O:31][CH2:32][CH3:33])[CH2:26]4)=[CH:22][CH:23]=3)[O:14][N:13]=2)[CH:5]=[CH:6][C:7]=1[O:8][CH:9]([CH3:11])[CH3:10]. The yield is 0.0900.